From a dataset of Forward reaction prediction with 1.9M reactions from USPTO patents (1976-2016). Predict the product of the given reaction. Given the reactants ClN1C(=O)CCC1=O.[I-:9].[Na+].[CH3:11][O:12][C:13]([C:15]1[NH:19][C:18]2[C:20]([Br:23])=[CH:21][S:22][C:17]=2[CH:16]=1)=[O:14].[O-]S([O-])=O.[Na+].[Na+], predict the reaction product. The product is: [CH3:11][O:12][C:13]([C:15]1[NH:19][C:18]2[C:20]([Br:23])=[CH:21][S:22][C:17]=2[C:16]=1[I:9])=[O:14].